The task is: Predict the reaction yield, written as a fraction of the theoretical maximum amount of product (1.0 means a 100% yield; for example, 0.34 means a 34% yield).. This data is from Reaction yield outcomes from USPTO patents with 853,638 reactions. (1) The reactants are [C:1]([C:5]1[CH:11]=[CH:10][CH:9]=[CH:8][C:6]=1N)([CH3:4])([CH3:3])[CH3:2].N([O-])=O.[Na+].[BrH:16]. The catalyst is O.[Cu]. The yield is 0.270. The product is [Br:16][C:6]1[CH:8]=[CH:9][CH:10]=[CH:11][C:5]=1[C:1]([CH3:4])([CH3:3])[CH3:2]. (2) The reactants are Br[C:2]1[CH:3]=[C:4]2[C:8](=[CH:9][CH:10]=1)[NH:7][C:6]([CH:11]=[O:12])=[CH:5]2.[CH2:13](B(O)O)[CH2:14][CH:15]([CH3:17])[CH3:16]. No catalyst specified. The product is [CH2:13]([C:2]1[CH:3]=[C:4]2[C:8](=[CH:9][CH:10]=1)[NH:7][C:6]([CH:11]=[O:12])=[CH:5]2)[CH2:14][CH:15]([CH3:17])[CH3:16]. The yield is 0.370. (3) The reactants are [Br:1][C:2]1[CH:3]=[CH:4][C:5]([C:8](=O)[CH2:9][C:10]2[CH:15]=[CH:14][N:13]=[CH:12][CH:11]=2)=[N:6][CH:7]=1.[CH3:17][NH:18][NH2:19].[CH3:20]N(C(OC)OC)C. The catalyst is CO. The product is [Br:1][C:2]1[CH:3]=[CH:4][C:5]([C:8]2[C:9]([C:10]3[CH:15]=[CH:14][N:13]=[CH:12][CH:11]=3)=[CH:17][N:18]([CH3:20])[N:19]=2)=[N:6][CH:7]=1. The yield is 0.400. (4) The catalyst is CN(C)C1C=CN=CC=1.O.CN(C=O)C. The product is [Cl:1][C:2]1[CH:27]=[CH:26][C:5]2[C:6](=[O:25])[N:7]=[C:8]([C:10]3[N:15]=[C:14]([CH2:16][CH2:17][C:18]([O:20][CH2:35][C:30]4[O:31][C:32](=[O:34])[O:33][C:29]=4[CH3:28])=[O:19])[CH:13]=[C:12]([S:21]([CH3:24])(=[O:22])=[O:23])[CH:11]=3)[S:9][C:4]=2[CH:3]=1. The reactants are [Cl:1][C:2]1[CH:27]=[CH:26][C:5]2[C:6](=[O:25])[N:7]=[C:8]([C:10]3[N:15]=[C:14]([CH2:16][CH2:17][C:18]([OH:20])=[O:19])[CH:13]=[C:12]([S:21]([CH3:24])(=[O:23])=[O:22])[CH:11]=3)[S:9][C:4]=2[CH:3]=1.[CH3:28][C:29]1[O:33][C:32](=[O:34])[O:31][C:30]=1[CH2:35]O.C1C=CC2N(O)N=NC=2C=1.O.CCN=C=NCCCN(C)C. The yield is 0.890. (5) The reactants are C([Li])CCC.Br[C:7]1[S:8][CH:9]=[CH:10][C:11]=1[CH2:12][CH2:13][O:14][Si:15]([C:18]([CH3:21])([CH3:20])[CH3:19])([CH3:17])[CH3:16].[F:22][C:23]1[CH:30]=[CH:29][C:26]([CH:27]=[O:28])=[CH:25][CH:24]=1.[Cl-].[NH4+]. The catalyst is C1COCC1. The product is [Si:15]([O:14][CH2:13][CH2:12][C:11]1[CH:10]=[CH:9][S:8][C:7]=1[CH:27]([C:26]1[CH:29]=[CH:30][C:23]([F:22])=[CH:24][CH:25]=1)[OH:28])([C:18]([CH3:21])([CH3:20])[CH3:19])([CH3:17])[CH3:16]. The yield is 0.590. (6) The reactants are [CH2:1]([N:3]([CH2:19][CH3:20])[C:4]([C:6]1[CH:7]=[CH:8][CH:9]=[C:10]2[C:14]=1[NH:13][CH:12]=[C:11]2[CH2:15][C@H:16]([NH2:18])[CH3:17])=[O:5])[CH3:2].[Cl:21][C:22]1[CH:23]=[C:24]([CH:28]=[CH:29][CH:30]=1)[C@H:25]1[O:27][CH2:26]1. The catalyst is C(#N)C. The product is [CH2:19]([N:3]([CH2:1][CH3:2])[C:4]([C:6]1[CH:7]=[CH:8][CH:9]=[C:10]2[C:14]=1[NH:13][CH:12]=[C:11]2[CH2:15][C@H:16]([NH:18][CH2:26][C@@H:25]([C:24]1[CH:28]=[CH:29][CH:30]=[C:22]([Cl:21])[CH:23]=1)[OH:27])[CH3:17])=[O:5])[CH3:20]. The yield is 0.390. (7) The reactants are [CH3:1][C:2]1[CH:3]=[C:4]([C:8]([N:10]=[C:11]=[S:12])=[O:9])[CH:5]=[CH:6][CH:7]=1.[CH3:13][O:14][C:15]1[CH:16]=[C:17]2[C:22](=[CH:23][C:24]=1[O:25][CH3:26])[N:21]=[CH:20][CH:19]=[C:18]2[O:27][C:28]1[CH:34]=[CH:33][C:31]([NH2:32])=[CH:30][C:29]=1[CH3:35].C1(C)C=CC=CC=1. The catalyst is C(O)C. The product is [CH3:13][O:14][C:15]1[CH:16]=[C:17]2[C:22](=[CH:23][C:24]=1[O:25][CH3:26])[N:21]=[CH:20][CH:19]=[C:18]2[O:27][C:28]1[CH:34]=[CH:33][C:31]([NH:32][C:11]([NH:10][C:8](=[O:9])[C:4]2[CH:5]=[CH:6][CH:7]=[C:2]([CH3:1])[CH:3]=2)=[S:12])=[CH:30][C:29]=1[CH3:35]. The yield is 0.830.